This data is from Forward reaction prediction with 1.9M reactions from USPTO patents (1976-2016). The task is: Predict the product of the given reaction. (1) Given the reactants [CH:1]1[CH:2]=[CH:3][C:4]([O:7][C:8]2[C:9]([N:21]3[CH2:25][CH2:24][CH2:23][CH2:22]3)=[CH:10][C:11]([C:18]([OH:20])=[O:19])=[CH:12][C:13]=2[S:14]([NH2:17])(=[O:16])=[O:15])=[CH:5][CH:6]=1.[OH-], predict the reaction product. The product is: [NH2:17][S:14]([C:13]1[CH:12]=[C:11]([CH:10]=[C:9]([N:21]2[CH2:25][CH2:24][CH2:23][CH2:22]2)[C:8]=1[O:7][C:4]1[CH:5]=[CH:6][CH:1]=[CH:2][CH:3]=1)[C:18]([O-:20])=[O:19])(=[O:16])=[O:15].[CH2:18]([N+:21]([CH3:25])([CH3:22])[CH3:9])[C:11]1[CH:12]=[CH:13][CH:8]=[CH:9][CH:10]=1. (2) Given the reactants [C:1]([O:5][C:6]([NH:8][C@@H:9]([CH2:13][N:14]1[CH:18]=[C:17]([I:19])[CH:16]=[N:15]1)[C:10]([OH:12])=[O:11])=[O:7])([CH3:4])([CH3:3])[CH3:2].[C:20]([O-])([O-])=O.[K+].[K+].CI, predict the reaction product. The product is: [C:1]([O:5][C:6]([NH:8][CH:9]([CH2:13][N:14]1[CH:18]=[C:17]([I:19])[CH:16]=[N:15]1)[C:10]([O:12][CH3:20])=[O:11])=[O:7])([CH3:4])([CH3:2])[CH3:3]. (3) Given the reactants [CH2:1]([N:12]([CH2:17][C:18](O)=O)[CH2:13][C:14]([OH:16])=O)[CH2:1][N:12]([CH2:17][C:18](O)=O)[CH2:13][C:14]([OH:16])=O.[CH2:21](O)[C@H:22]([C@H:24]([C@@H:26]([C@@H:28](CO)O)O)[OH:25])[OH:23].C(O)[C@H]1[O:39][C@H:38](O[C@]2(CO)O[C@H](CO)[C@@H](O)[C@@H]2O)[C@H](O)[C@@H](O)[C@@H]1O.CC[Hg]S[C:60]1[C:65]([C:66]([O-])=O)=[CH:64][CH:63]=[CH:62][CH:61]=1.[Na+], predict the reaction product. The product is: [CH3:1][N:12]1[C@@H:13]2[CH2:66][C:65]3[CH:64]=[CH:63][C:62]([O:39][CH3:38])=[C:61]4[O:23][C@H:22]5[C:24]([CH2:26][CH2:28][C@:14]2([OH:16])[C@:21]5([C:60]=34)[CH2:18][CH2:17]1)=[O:25]. (4) Given the reactants Cl.C([O:5][C:6]1[CH:11]=[CH:10][C:9]([C:12](=[O:23])[NH:13][C:14]2[S:15][CH:16]=[C:17]([S:19]([CH3:22])(=[O:21])=[O:20])[N:18]=2)=[CH:8][CH:7]=1)(=O)C, predict the reaction product. The product is: [OH:5][C:6]1[CH:11]=[CH:10][C:9]([C:12]([NH:13][C:14]2[S:15][CH:16]=[C:17]([S:19]([CH3:22])(=[O:21])=[O:20])[N:18]=2)=[O:23])=[CH:8][CH:7]=1. (5) Given the reactants [CH3:1][O:2][C:3]1([O:17][CH3:18])[CH2:8][CH2:7][N:6]([C:9]([O:11][C:12]([CH3:15])([CH3:14])[CH3:13])=[O:10])[CH2:5][C:4]1=O.Cl.[O:20]([NH2:22])[CH3:21].C([O-])(=O)C.[Na+], predict the reaction product. The product is: [CH3:1][O:2][C:3]1([O:17][CH3:18])[CH2:8][CH2:7][N:6]([C:9]([O:11][C:12]([CH3:15])([CH3:14])[CH3:13])=[O:10])[CH2:5]/[C:4]/1=[N:22]\[O:20][CH3:21].